Dataset: Full USPTO retrosynthesis dataset with 1.9M reactions from patents (1976-2016). Task: Predict the reactants needed to synthesize the given product. (1) Given the product [CH3:4][CH:3]([CH2:2][N:6]([S:16]([C:19]1[CH:24]=[CH:23][C:22]([NH2:25])=[CH:21][CH:20]=1)(=[O:18])=[O:17])[C@H:7]([C:13]([OH:15])=[O:14])[CH2:8][CH2:9][CH2:10][CH2:11][NH:12][C:48]([C@@H:40]([NH:39][C:37]([CH2:36][C:33]1[CH:34]=[CH:35][C:30]([O:29][CH3:28])=[CH:31][CH:32]=1)=[O:38])[CH2:41][C:42]1[CH:43]=[CH:44][CH:45]=[CH:46][CH:47]=1)=[O:49])[CH3:5], predict the reactants needed to synthesize it. The reactants are: Cl.[CH2:2]([N:6]([S:16]([C:19]1[CH:24]=[CH:23][C:22]([N+:25]([O-])=O)=[CH:21][CH:20]=1)(=[O:18])=[O:17])[C@H:7]([C:13]([OH:15])=[O:14])[CH2:8][CH2:9][CH2:10][CH2:11][NH2:12])[CH:3]([CH3:5])[CH3:4].[CH3:28][O:29][C:30]1[CH:35]=[CH:34][C:33]([CH2:36][C:37]([NH:39][C@H:40]([C:48](O)=[O:49])[CH2:41][C:42]2[CH:47]=[CH:46][CH:45]=[CH:44][CH:43]=2)=[O:38])=[CH:32][CH:31]=1. (2) Given the product [Si:22]([O:29][CH2:30][CH2:31][NH:32][C:33]1[CH:34]=[CH:35][C:36]([NH:39][C:7]([C:6]2[CH:11]=[CH:12][C:3]([O:2][CH3:1])=[CH:4][C:5]=2[NH:13][C:14]([C:16]2[S:17][C:18]([Cl:21])=[CH:19][CH:20]=2)=[O:15])=[O:9])=[CH:37][CH:38]=1)([C:25]([CH3:28])([CH3:27])[CH3:26])([CH3:24])[CH3:23], predict the reactants needed to synthesize it. The reactants are: [CH3:1][O:2][C:3]1[CH:12]=[CH:11][C:6]([C:7]([O:9]C)=O)=[C:5]([NH:13][C:14]([C:16]2[S:17][C:18]([Cl:21])=[CH:19][CH:20]=2)=[O:15])[CH:4]=1.[Si:22]([O:29][CH2:30][CH2:31][NH:32][C:33]1[CH:38]=[CH:37][C:36]([NH2:39])=[CH:35][CH:34]=1)([C:25]([CH3:28])([CH3:27])[CH3:26])([CH3:24])[CH3:23].C[Al](C)C. (3) Given the product [C:28]([C:3]1[C:4]([O:24][CH2:25][CH2:26][Cl:27])=[C:5]([O:12][CH2:13][CH2:14][CH:15]([C:17]2[CH:22]=[CH:21][C:20]([F:23])=[CH:19][CH:18]=2)[CH3:16])[C:6]2[O:11][C:36]([CH3:37])=[N:8][C:7]=2[C:2]=1[Cl:1])(=[O:30])[CH3:29], predict the reactants needed to synthesize it. The reactants are: [Cl:1][C:2]1[C:7]([N+:8]([O-])=O)=[C:6]([OH:11])[C:5]([O:12][CH2:13][CH2:14][CH:15]([C:17]2[CH:22]=[CH:21][C:20]([F:23])=[CH:19][CH:18]=2)[CH3:16])=[C:4]([O:24][CH2:25][CH2:26][Cl:27])[C:3]=1[C:28](=[O:30])[CH3:29].O.O.Cl[Sn]Cl.[CH3:36][CH2:37]O.